Dataset: Retrosynthesis with 50K atom-mapped reactions and 10 reaction types from USPTO. Task: Predict the reactants needed to synthesize the given product. Given the product COc1cc2c(Oc3ccc(NC(=O)C4(C)CCN(c5ccc(F)cc5)C4=O)cc3F)ccnc2cc1OCCCN1CCOCC1, predict the reactants needed to synthesize it. The reactants are: CC1(C(=O)O)CCN(c2ccc(F)cc2)C1=O.COc1cc2c(Oc3ccc(N)cc3F)ccnc2cc1OCCCN1CCOCC1.